The task is: Predict the product of the given reaction.. This data is from Forward reaction prediction with 1.9M reactions from USPTO patents (1976-2016). (1) Given the reactants [CH2:1]([N:8]1[CH2:17][C:16](C)([CH3:18])[NH:15][CH2:14][C:9]21[CH2:13][CH2:12][CH2:11][CH2:10]2)[C:2]1[CH:7]=[CH:6][CH:5]=[CH:4][CH:3]=1.NCC(N)C.OC1(C#N)CCCC1, predict the reaction product. The product is: [CH2:1]([N:8]1[CH2:17][CH:16]([CH3:18])[NH:15][CH2:14][C:9]21[CH2:10][CH2:11][CH2:12][CH2:13]2)[C:2]1[CH:7]=[CH:6][CH:5]=[CH:4][CH:3]=1. (2) Given the reactants FC(F)(F)C(O)=O.C(OC([N:15]1[CH2:18][CH:17]([C:19]([N:21]2[CH2:25][CH2:24][C@@H:23]([OH:26])[CH2:22]2)=[O:20])[CH2:16]1)=O)(C)(C)C, predict the reaction product. The product is: [NH:15]1[CH2:18][CH:17]([C:19]([N:21]2[CH2:25][CH2:24][C@@H:23]([OH:26])[CH2:22]2)=[O:20])[CH2:16]1. (3) Given the reactants Cl[C:2]1[CH:11]=[CH:10][C:9]2[C:4](=[CH:5][CH:6]=[CH:7][C:8]=2[NH:12][S:13]([C:16]2[CH:21]=[C:20]([F:22])[C:19]([F:23])=[C:18]([F:24])[CH:17]=2)(=[O:15])=[O:14])[N:3]=1.[O:25]1[C:29]2[CH:30]=[CH:31][CH:32]=[CH:33][C:28]=2[CH:27]([NH2:34])[CH2:26]1, predict the reaction product. The product is: [O:25]1[C:29]2[CH:30]=[CH:31][CH:32]=[CH:33][C:28]=2[CH:27]([NH:34][C:2]2[CH:11]=[CH:10][C:9]3[C:4](=[CH:5][CH:6]=[CH:7][C:8]=3[NH:12][S:13]([C:16]3[CH:21]=[C:20]([F:22])[C:19]([F:23])=[C:18]([F:24])[CH:17]=3)(=[O:15])=[O:14])[N:3]=2)[CH2:26]1. (4) Given the reactants Br[CH2:2][C:3]([C:5]1[CH:10]=[CH:9][C:8]([Cl:11])=[CH:7][CH:6]=1)=[O:4].[Cl:12][C:13]1[CH:20]=[CH:19][C:16]([NH:17][CH3:18])=[CH:15][CH:14]=1, predict the reaction product. The product is: [CH3:18][N:17]([CH2:2][C:3]([C:5]1[CH:10]=[CH:9][C:8]([Cl:11])=[CH:7][CH:6]=1)=[O:4])[C:16]1[CH:19]=[CH:20][C:13]([Cl:12])=[CH:14][CH:15]=1.